From a dataset of Peptide-MHC class I binding affinity with 185,985 pairs from IEDB/IMGT. Regression. Given a peptide amino acid sequence and an MHC pseudo amino acid sequence, predict their binding affinity value. This is MHC class I binding data. (1) The peptide sequence is MQFPGSVGF. The MHC is HLA-A02:06 with pseudo-sequence HLA-A02:06. The binding affinity (normalized) is 1.00. (2) The peptide sequence is LAYEHDVPI. The MHC is HLA-A26:01 with pseudo-sequence HLA-A26:01. The binding affinity (normalized) is 0.0847. (3) The peptide sequence is AMFEEQNQW. The MHC is HLA-B46:01 with pseudo-sequence HLA-B46:01. The binding affinity (normalized) is 0.0847. (4) The peptide sequence is ETINEEAADW. The MHC is HLA-A68:01 with pseudo-sequence HLA-A68:01. The binding affinity (normalized) is 0.